From a dataset of Reaction yield outcomes from USPTO patents with 853,638 reactions. Predict the reaction yield, written as a fraction of the theoretical maximum amount of product (1.0 means a 100% yield; for example, 0.34 means a 34% yield). (1) The reactants are Cl.[CH2:2]([O:9][C:10]1[CH:16]=[CH:15][C:13]([NH2:14])=[CH:12][CH:11]=1)[C:3]1[CH:8]=[CH:7][CH:6]=[CH:5][CH:4]=1.[F:17][C:18]1[CH:23]=[CH:22][C:21]([NH:24][C:25]([C:27]2([C:30](O)=[O:31])[CH2:29][CH2:28]2)=[O:26])=[CH:20][CH:19]=1.CCN=C=NCCCN(C)C. The catalyst is C(Cl)Cl. The product is [F:17][C:18]1[CH:19]=[CH:20][C:21]([NH:24][C:25]([C:27]2([C:30]([NH:14][C:13]3[CH:12]=[CH:11][C:10]([O:9][CH2:2][C:3]4[CH:4]=[CH:5][CH:6]=[CH:7][CH:8]=4)=[CH:16][CH:15]=3)=[O:31])[CH2:29][CH2:28]2)=[O:26])=[CH:22][CH:23]=1. The yield is 0.950. (2) The reactants are [CH:1](Br)([CH3:3])[CH3:2].[SH:5][C:6]1[N:15]([C:16]2[CH:21]=[CH:20][CH:19]=[CH:18][C:17]=2[O:22][CH3:23])[C:14](=[O:24])[C:13]2[C:8](=[CH:9][C:10]([CH3:25])=[CH:11][CH:12]=2)[N:7]=1.C(=O)([O-])[O-].[K+].[K+]. The catalyst is CC(C)=O. The product is [CH:1]([S:5][C:6]1[N:15]([C:16]2[CH:21]=[CH:20][CH:19]=[CH:18][C:17]=2[O:22][CH3:23])[C:14](=[O:24])[C:13]2[C:8](=[CH:9][C:10]([CH3:25])=[CH:11][CH:12]=2)[N:7]=1)([CH3:3])[CH3:2]. The yield is 0.590. (3) The yield is 0.510. The catalyst is C1COCC1. The reactants are [O:1]=[C:2]1[C:11]2[N:10]=[C:9]([C:12](=[O:20])[NH:13][O:14][CH2:15][CH2:16][CH2:17][CH:18]=[CH2:19])[CH:8]=[C:7]([C:21]([O:23]C)=[O:22])[C:6]=2[C:5]2[NH:25][C:26]([C:28]([O:30]C)=[O:29])=[CH:27][C:4]=2[C:3]21OCC[O:32]2.Cl.C(Cl)Cl.CO.[Li+].[OH-]. The product is [O:32]=[C:3]1[C:2](=[O:1])[C:11]2[N:10]=[C:9]([C:12](=[O:20])[NH:13][O:14][CH2:15][CH2:16][CH2:17][CH:18]=[CH2:19])[CH:8]=[C:7]([C:21]([OH:23])=[O:22])[C:6]=2[C:5]2[NH:25][C:26]([C:28]([OH:30])=[O:29])=[CH:27][C:4]1=2. (4) The reactants are [NH2:1][CH2:2][C@@H:3]1[O:7][C:6](=[O:8])[N:5]([CH2:9][C@@H:10]2[C@H:13]([NH:14][C:15](=[O:31])/[C:16](=[N:23]\[O:24][C:25]([CH3:30])([CH3:29])[C:26]([OH:28])=[O:27])/[C:17]3[N:18]=[C:19]([NH2:22])[S:20][CH:21]=3)[C:12](=[O:32])[N:11]2[S:33]([OH:36])(=[O:35])=[O:34])[CH2:4]1.Cl.[N:38]1([C:43](N)=[NH:44])C=CC=N1.CCN(C(C)C)C(C)C. The catalyst is CN(C=O)C. The product is [NH2:22][C:19]1[S:20][CH:21]=[C:17](/[C:16](=[N:23]/[O:24][C:25]([CH3:29])([CH3:30])[C:26]([OH:28])=[O:27])/[C:15]([NH:14][C@@H:13]2[C:12](=[O:32])[N:11]([S:33]([OH:36])(=[O:34])=[O:35])[C@@H:10]2[CH2:9][N:5]2[CH2:4][C@H:3]([CH2:2][NH:1][C:43]([NH2:44])=[NH:38])[O:7][C:6]2=[O:8])=[O:31])[N:18]=1. The yield is 0.510. (5) The reactants are [NH2:1][C:2]1[CH2:7][O:6][CH2:5][C@:4]2([C:20]3[C:15](=[N:16][CH:17]=[C:18]([OH:21])[CH:19]=3)[O:14][C:13]3[C:8]2=[CH:9][C:10]([C:22]2[C:23]([F:28])=[N:24][CH:25]=[CH:26][CH:27]=2)=[CH:11][CH:12]=3)[N:3]=1.C(=O)([O-])[O-].[K+].[K+].[CH2:35](I)[C:36]([CH3:39])([CH3:38])[CH3:37]. The catalyst is CN(C=O)C.CC1OCCC1. The product is [F:28][C:23]1[C:22]([C:10]2[CH:9]=[C:8]3[C@:4]4([N:3]=[C:2]([NH2:1])[CH2:7][O:6][CH2:5]4)[C:20]4[C:15](=[N:16][CH:17]=[C:18]([O:21][CH2:35][C:36]([CH3:39])([CH3:38])[CH3:37])[CH:19]=4)[O:14][C:13]3=[CH:12][CH:11]=2)=[CH:27][CH:26]=[CH:25][N:24]=1. The yield is 0.159. (6) The reactants are [NH2:1][C:2]1[N:7]=[CH:6][C:5]([C:8]2[CH:30]=[CH:29][C:11]3[N:12]([C:25]([CH3:28])([CH3:27])[CH3:26])[C:13]([C:15]4[CH:24]=[CH:23][CH:22]=[CH:21][C:16]=4[C:17]([NH:19][NH2:20])=[O:18])=[N:14][C:10]=3[CH:9]=2)=[CH:4][N:3]=1.C([O-])(O)=O.[Na+].[N:36]#[C:37]Br. The yield is 0.660. The product is [NH2:36][C:37]1[O:18][C:17]([C:16]2[CH:21]=[CH:22][CH:23]=[CH:24][C:15]=2[C:13]2[N:12]([C:25]([CH3:26])([CH3:27])[CH3:28])[C:11]3[CH:29]=[CH:30][C:8]([C:5]4[CH:4]=[N:3][C:2]([NH2:1])=[N:7][CH:6]=4)=[CH:9][C:10]=3[N:14]=2)=[N:19][N:20]=1. The catalyst is O1CCOCC1.O. (7) The reactants are [Br:1][C:2]1[CH:3]=[N:4][CH:5]=[C:6]([CH:10]=1)[C:7]([OH:9])=O.[Cl-].C([N:14]([CH2:17][CH3:18])[CH2:15]C)C.N1CCC1. The catalyst is C(Cl)Cl. The product is [Br:1][C:2]1[CH:3]=[N:4][CH:5]=[C:6]([C:7]([N:14]2[CH2:15][CH2:18][CH2:17]2)=[O:9])[CH:10]=1. The yield is 0.709.